This data is from Peptide-MHC class II binding affinity with 134,281 pairs from IEDB. The task is: Regression. Given a peptide amino acid sequence and an MHC pseudo amino acid sequence, predict their binding affinity value. This is MHC class II binding data. (1) The peptide sequence is TGKKITAHLKRLWKM. The MHC is HLA-DQA10501-DQB10402 with pseudo-sequence HLA-DQA10501-DQB10402. The binding affinity (normalized) is 0.453. (2) The peptide sequence is AEEVEKIEKTEEPAP. The MHC is DRB1_0405 with pseudo-sequence DRB1_0405. The binding affinity (normalized) is 0. (3) The MHC is HLA-DQA10401-DQB10402 with pseudo-sequence HLA-DQA10401-DQB10402. The binding affinity (normalized) is 0.551. The peptide sequence is AAATAFTTVYGAFAA. (4) The peptide sequence is PADKYRTFVATFGAA. The MHC is HLA-DPA10301-DPB10402 with pseudo-sequence HLA-DPA10301-DPB10402. The binding affinity (normalized) is 0.237. (5) The peptide sequence is GELQIVDKIDAQFKI. The MHC is DRB1_0404 with pseudo-sequence DRB1_0404. The binding affinity (normalized) is 0.501. (6) The peptide sequence is QRPLVTIKIGGQLKE. The binding affinity (normalized) is 0.310. The MHC is DRB1_0401 with pseudo-sequence DRB1_0401. (7) The peptide sequence is INEPTAAAIAYGLPR. The MHC is HLA-DQA10501-DQB10301 with pseudo-sequence HLA-DQA10501-DQB10301. The binding affinity (normalized) is 0.740. (8) The peptide sequence is GELQIVDKIDAANKI. The MHC is DRB1_0101 with pseudo-sequence DRB1_0101. The binding affinity (normalized) is 0.847. (9) The peptide sequence is KQEYSGSVANEANVY. The MHC is H-2-IAb with pseudo-sequence H-2-IAb. The binding affinity (normalized) is 0.558.